This data is from Catalyst prediction with 721,799 reactions and 888 catalyst types from USPTO. The task is: Predict which catalyst facilitates the given reaction. (1) Reactant: [CH3:1][O:2][C:3]1[CH:8]=[CH:7][C:6]([C:9]2[CH:10]=[C:11]([S:19]([OH:22])(=O)=[O:20])[C:12]3[CH:13]=[CH:14][N:15]=[CH:16][C:17]=3[CH:18]=2)=[CH:5][CH:4]=1.CN(C=O)C.C(Cl)(=O)C([Cl:31])=O. Product: [CH3:1][O:2][C:3]1[CH:8]=[CH:7][C:6]([C:9]2[CH:10]=[C:11]([S:19]([Cl:31])(=[O:22])=[O:20])[C:12]3[CH:13]=[CH:14][N:15]=[CH:16][C:17]=3[CH:18]=2)=[CH:5][CH:4]=1. The catalyst class is: 26. (2) Reactant: [Cl:1][C:2]1[CH:3]=[C:4]([CH:13]=[CH:14][C:15]=1[O:16][C:17]([F:20])([F:19])[F:18])/[CH:5]=[N:6]/[S@@:7]([C:9]([CH3:12])([CH3:11])[CH3:10])=[O:8].[CH2:21]1COC[CH2:22]1.C([Mg]Br)C. Product: [Cl:1][C:2]1[CH:3]=[C:4]([C@H:5]([NH:6][S@@:7]([C:9]([CH3:10])([CH3:11])[CH3:12])=[O:8])[CH2:21][CH3:22])[CH:13]=[CH:14][C:15]=1[O:16][C:17]([F:20])([F:18])[F:19]. The catalyst class is: 28. (3) Reactant: [Cl:1][C:2]1[C:3]([C:27]([F:30])([F:29])[F:28])=[N:4][N:5]([CH2:8][C:9]([N:11]2[CH2:16][CH2:15][C:14]([C:20]3[CH:25]=[CH:24][C:23]([Cl:26])=[CH:22][CH:21]=3)([C:17]([OH:19])=O)[CH2:13][CH2:12]2)=[O:10])[C:6]=1[CH3:7].[NH:31]1[CH2:36][CH2:35][CH2:34][CH2:33][CH2:32]1.F[P-](F)(F)(F)(F)F.N1(O[P+](N(C)C)(N(C)C)N(C)C)C2C=CC=CC=2N=N1. Product: [Cl:1][C:2]1[C:3]([C:27]([F:28])([F:29])[F:30])=[N:4][N:5]([CH2:8][C:9]([N:11]2[CH2:12][CH2:13][C:14]([C:20]3[CH:25]=[CH:24][C:23]([Cl:26])=[CH:22][CH:21]=3)([C:17]([N:31]3[CH2:36][CH2:35][CH2:34][CH2:33][CH2:32]3)=[O:19])[CH2:15][CH2:16]2)=[O:10])[C:6]=1[CH3:7]. The catalyst class is: 37. (4) Reactant: [CH3:1][C@:2]12[C@@:19]3([CH3:20])[C@@H:10]([C@:11]4([CH3:42])[C@@H:16]([CH2:17][CH2:18]3)[C:15]([CH3:22])([CH3:21])[C:14]([C:23]3[CH2:41][C:25]5([CH2:28][C:27]([C:35]([O:37]C(C)C)=[O:36])([C:29]([O:31]C(C)C)=[O:30])[CH2:26]5)[CH:24]=3)=[CH:13][CH2:12]4)[CH2:9][CH2:8][C@@H:7]1[C@H:6]1[C@H:43]([C:46]([CH3:48])=[CH2:47])[CH2:44][CH2:45][C@:5]1([NH:49][CH2:50][CH2:51][N:52]1[CH2:57][CH2:56][O:55][CH2:54][CH2:53]1)[CH2:4][CH2:3]2.[OH-].[Na+]. Product: [CH3:1][C@:2]12[C@@:19]3([CH3:20])[C@@H:10]([C@:11]4([CH3:42])[C@@H:16]([CH2:17][CH2:18]3)[C:15]([CH3:21])([CH3:22])[C:14]([C:23]3[CH2:41][C:25]5([CH2:28][C:27]([C:29]([OH:31])=[O:30])([C:35]([OH:37])=[O:36])[CH2:26]5)[CH:24]=3)=[CH:13][CH2:12]4)[CH2:9][CH2:8][C@@H:7]1[C@H:6]1[C@H:43]([C:46]([CH3:48])=[CH2:47])[CH2:44][CH2:45][C@:5]1([NH:49][CH2:50][CH2:51][N:52]1[CH2:53][CH2:54][O:55][CH2:56][CH2:57]1)[CH2:4][CH2:3]2. The catalyst class is: 169. (5) Reactant: [F:1][C:2]1[C:7]([NH2:8])=[CH:6][CH:5]=[C:4]([F:9])[C:3]=1[NH:10][C:11]1[C:16]([C:17]2[N:25]=[CH:24][N:23]=[C:22]3[C:18]=2[N:19]=[CH:20][N:21]3[CH:26]2[CH2:31][CH2:30][CH2:29][CH2:28][O:27]2)=[CH:15][CH:14]=[CH:13][N:12]=1.[CH3:32][N:33]1[CH:37]=[C:36]([S:38](Cl)(=[O:40])=[O:39])[CH:35]=[N:34]1.N1C=CC=CC=1. Product: [F:1][C:2]1[C:3]([NH:10][C:11]2[C:16]([C:17]3[N:25]=[CH:24][N:23]=[C:22]4[C:18]=3[N:19]=[CH:20][N:21]4[CH:26]3[CH2:31][CH2:30][CH2:29][CH2:28][O:27]3)=[CH:15][CH:14]=[CH:13][N:12]=2)=[C:4]([F:9])[CH:5]=[CH:6][C:7]=1[NH:8][S:38]([C:36]1[CH:35]=[N:34][N:33]([CH3:32])[CH:37]=1)(=[O:40])=[O:39]. The catalyst class is: 4. (6) Reactant: C(OC(=O)[NH:7][CH2:8][C@@H:9]([NH:16][C:17](=[O:41])[C:18]1[CH:23]=[CH:22][C:21]([Cl:24])=[C:20]([NH:25][C:26]([C:28]2[C:39](=[O:40])[NH:38][C:31]3[N:32]=[C:33]([O:36][CH3:37])[N:34]=[CH:35][C:30]=3[CH:29]=2)=[O:27])[CH:19]=1)[C:10]1[CH:15]=[CH:14][CH:13]=[CH:12][CH:11]=1)(C)(C)C.FC(F)(F)C(O)=O. Product: [NH2:7][CH2:8][C@@H:9]([NH:16][C:17]([C:18]1[CH:23]=[CH:22][C:21]([Cl:24])=[C:20]([NH:25][C:26]([C:28]2[C:39](=[O:40])[NH:38][C:31]3[N:32]=[C:33]([O:36][CH3:37])[N:34]=[CH:35][C:30]=3[CH:29]=2)=[O:27])[CH:19]=1)=[O:41])[C:10]1[CH:11]=[CH:12][CH:13]=[CH:14][CH:15]=1. The catalyst class is: 4.